From a dataset of Catalyst prediction with 721,799 reactions and 888 catalyst types from USPTO. Predict which catalyst facilitates the given reaction. (1) Reactant: [NH2:1][C:2]1[CH:3]=[C:4]([C@H:8]([N:15]([CH3:27])[C:16](=[O:26])[CH2:17][C:18]2[CH:23]=[CH:22][C:21]([Cl:24])=[C:20]([Cl:25])[CH:19]=2)[CH2:9][N:10]2[CH2:14][CH2:13][CH2:12][CH2:11]2)[CH:5]=[CH:6][CH:7]=1.N1C=CC=CC=1.[CH2:34]([O:38][CH2:39][CH2:40][O:41][CH2:42][CH2:43][O:44][CH2:45][CH2:46][S:47](Cl)(=[O:49])=[O:48])[CH2:35][CH2:36][CH3:37]. Product: [CH2:34]([O:38][CH2:39][CH2:40][O:41][CH2:42][CH2:43][O:44][CH2:45][CH2:46][S:47]([NH:1][C:2]1[CH:3]=[C:4]([C@H:8]([N:15]([CH3:27])[C:16](=[O:26])[CH2:17][C:18]2[CH:23]=[CH:22][C:21]([Cl:24])=[C:20]([Cl:25])[CH:19]=2)[CH2:9][N:10]2[CH2:11][CH2:12][CH2:13][CH2:14]2)[CH:5]=[CH:6][CH:7]=1)(=[O:49])=[O:48])[CH2:35][CH2:36][CH3:37]. The catalyst class is: 4. (2) Reactant: O=[CH:2][CH2:3][CH2:4][NH:5][C:6]([C:8]1[NH:9][C:10]2[C:15]([C:16]=1[I:17])=[CH:14][C:13]([F:18])=[CH:12][CH:11]=2)=[O:7].[C:19]([CH:24]=P(C1C=CC=CC=1)(C1C=CC=CC=1)C1C=CC=CC=1)([O:21][CH2:22][CH3:23])=[O:20]. Product: [CH2:22]([O:21][C:19](=[O:20])[CH:24]=[CH:2][CH2:3][CH2:4][NH:5][C:6]([C:8]1[NH:9][C:10]2[C:15]([C:16]=1[I:17])=[CH:14][C:13]([F:18])=[CH:12][CH:11]=2)=[O:7])[CH3:23]. The catalyst class is: 1. (3) Reactant: [NH2:1][C:2]1[N:10]=[C:9]([CH2:11][O:12][CH3:13])[CH:8]=[CH:7][C:3]=1[C:4]([OH:6])=O.[CH3:14][C:15]1[CH:20]=[CH:19][C:18]([O:21][C:22]2[CH:29]=[CH:28][C:25]([CH2:26][NH2:27])=[CH:24][CH:23]=2)=[CH:17][CH:16]=1.CN([P+](ON1N=NC2C=CC=CC1=2)(N(C)C)N(C)C)C.F[P-](F)(F)(F)(F)F.C(=O)(O)[O-].[Na+]. Product: [CH3:14][C:15]1[CH:20]=[CH:19][C:18]([O:21][C:22]2[CH:29]=[CH:28][C:25]([CH2:26][NH:27][C:4](=[O:6])[C:3]3[CH:7]=[CH:8][C:9]([CH2:11][O:12][CH3:13])=[N:10][C:2]=3[NH2:1])=[CH:24][CH:23]=2)=[CH:17][CH:16]=1. The catalyst class is: 338. (4) Reactant: COC([O:7][CH3:8])N(C)C.C[C:10]1[CH:17]=[CH:16][CH:15]=[C:14]([N+:18]([O-:20])=[O:19])[C:11]=1[C:12]#[N:13].P([O-])([O-])([O-])=O. Product: [CH:8]([C:10]1[CH:17]=[CH:16][CH:15]=[C:14]([N+:18]([O-:20])=[O:19])[C:11]=1[C:12]#[N:13])=[O:7]. The catalyst class is: 198. (5) Reactant: N1C=CN=C1.[NH2:6][C:7]1[N:12]=[CH:11][C:10]2[C:13]([NH:35][C:36](=[O:39])[O:37][CH3:38])=[N:14][N:15](C(C3C=CC=CC=3)(C3C=CC=CC=3)C3C=CC=CC=3)[C:9]=2[CH:8]=1.[C:40]([N:47]1[CH:51]=[CH:50]N=C1)(N1C=CN=C1)=[O:41].Cl.[Cl:53][C:54]1[CH:59]=[CH:58][C:57]([C@H](N)C)=[CH:56][C:55]=1[O:63][CH3:64].CCN(C(C)C)C(C)C.C([SiH](CC)CC)C. Product: [Cl:53][C:54]1[CH:59]=[CH:58][C:57]([C@H:51]([NH:47][C:40](=[O:41])[NH:6][C:7]2[N:12]=[CH:11][C:10]3[C:13]([NH:35][C:36](=[O:39])[O:37][CH3:38])=[N:14][NH:15][C:9]=3[CH:8]=2)[CH3:50])=[CH:56][C:55]=1[O:63][CH3:64]. The catalyst class is: 2.